From a dataset of NCI-60 drug combinations with 297,098 pairs across 59 cell lines. Regression. Given two drug SMILES strings and cell line genomic features, predict the synergy score measuring deviation from expected non-interaction effect. Drug 1: C1=CN(C=N1)CC(O)(P(=O)(O)O)P(=O)(O)O. Drug 2: CC1C(C(CC(O1)OC2CC(CC3=C2C(=C4C(=C3O)C(=O)C5=CC=CC=C5C4=O)O)(C(=O)C)O)N)O. Cell line: SR. Synergy scores: CSS=37.5, Synergy_ZIP=1.50, Synergy_Bliss=-0.378, Synergy_Loewe=-24.8, Synergy_HSA=-1.09.